Dataset: TCR-epitope binding with 47,182 pairs between 192 epitopes and 23,139 TCRs. Task: Binary Classification. Given a T-cell receptor sequence (or CDR3 region) and an epitope sequence, predict whether binding occurs between them. (1) The epitope is IQYIDIGNY. The TCR CDR3 sequence is CASSVELAGASSYEQYF. Result: 1 (the TCR binds to the epitope). (2) The epitope is FSKQLQQSM. The TCR CDR3 sequence is CASSPPLSSEQYF. Result: 0 (the TCR does not bind to the epitope). (3) The epitope is EHPTFTSQYRIQGKL. The TCR CDR3 sequence is CAISEPGQQLYGYTF. Result: 0 (the TCR does not bind to the epitope). (4) The epitope is KAFSPEVIPMF. The TCR CDR3 sequence is CASEAGNTIYF. Result: 1 (the TCR binds to the epitope). (5) The epitope is GLCTLVAML. Result: 1 (the TCR binds to the epitope). The TCR CDR3 sequence is CASSVDRNSPLHF.